This data is from Catalyst prediction with 721,799 reactions and 888 catalyst types from USPTO. The task is: Predict which catalyst facilitates the given reaction. (1) Reactant: [F:1][C:2]1[CH:3]=[CH:4][C:5]([N+:12]([O-:14])=[O:13])=[C:6]([S:8](O)(=[O:10])=[O:9])[CH:7]=1.O=S(Cl)[Cl:17]. Product: [F:1][C:2]1[CH:3]=[CH:4][C:5]([N+:12]([O-:14])=[O:13])=[C:6]([S:8]([Cl:17])(=[O:10])=[O:9])[CH:7]=1. The catalyst class is: 3. (2) Reactant: [N:1]1([CH:7]2[CH2:12][CH2:11][N:10](C(OC(C)(C)C)=O)[CH2:9][CH2:8]2)[CH2:6][CH2:5][CH:4]=[CH:3][CH2:2]1.FC(F)(F)C(O)=O.C([SiH](CC)CC)C. Product: [NH:10]1[CH2:11][CH2:12][CH:7]([N:1]2[CH2:2][CH:3]=[CH:4][CH2:5][CH2:6]2)[CH2:8][CH2:9]1. The catalyst class is: 4. (3) Reactant: C([Li])CCC.CC1(C)CCCC(C)(C)N1.[Br:16][C:17]1[C:18]([Cl:25])=[CH:19][C:20]([O:23][CH3:24])=[N:21][CH:22]=1.BrC1C(Cl)=C([Li])C(OC)=NC=1.[CH3:37][O:38][C:39]1[C:46]([O:47][CH3:48])=[C:45]([O:49][CH3:50])[CH:44]=[C:43]([CH3:51])[C:40]=1[CH:41]=[O:42].[Cl-].[NH4+]. Product: [CH3:37][O:38][C:39]1[C:46]([O:47][CH3:48])=[C:45]([O:49][CH3:50])[CH:44]=[C:43]([CH3:51])[C:40]=1[CH:41]([C:19]1[C:20]([O:23][CH3:24])=[N:21][CH:22]=[C:17]([Br:16])[C:18]=1[Cl:25])[OH:42]. The catalyst class is: 30. (4) Reactant: [NH:1]([C:8]([C@H:10]1[N:14]2[C:15](=[O:41])[C:16]([N:19]([C:31]([O:33][CH2:34][C:35]3[CH:40]=[CH:39][CH:38]=[CH:37][CH:36]=3)=[O:32])[CH2:20][C:21]3[CH:26]=[CH:25][CH:24]=[C:23]([C:27]([F:30])([F:29])[F:28])[CH:22]=3)=[CH:17][N:18]=[C:13]2[C@@:12]([CH2:43][C:44]([OH:46])=[O:45])([CH3:42])[CH2:11]1)=[O:9])[C:2]1[CH:7]=[CH:6][CH:5]=[CH:4][CH:3]=1.C([O-])([O-])=O.[Cs+].[Cs+].[CH:53]1[CH:58]=[CH:57][C:56]([CH2:59]Br)=[CH:55][CH:54]=1. Product: [NH:1]([C:8]([C@H:10]1[N:14]2[C:15](=[O:41])[C:16]([N:19]([C:31]([O:33][CH2:34][C:35]3[CH:36]=[CH:37][CH:38]=[CH:39][CH:40]=3)=[O:32])[CH2:20][C:21]3[CH:26]=[CH:25][CH:24]=[C:23]([C:27]([F:30])([F:29])[F:28])[CH:22]=3)=[CH:17][N:18]=[C:13]2[C@@:12]([CH2:43][C:44]([O:46][CH2:59][C:56]2[CH:57]=[CH:58][CH:53]=[CH:54][CH:55]=2)=[O:45])([CH3:42])[CH2:11]1)=[O:9])[C:2]1[CH:3]=[CH:4][CH:5]=[CH:6][CH:7]=1. The catalyst class is: 31. (5) Reactant: [F:1][C:2]1[CH:3]=[C:4]([CH:6]=[CH:7][C:8]=1[N:9]1[CH2:14][CH2:13][N:12]([CH3:15])[CH2:11][CH2:10]1)[NH2:5].C[Al](C)C.N#N.[NH:22](/[C:26](/[CH3:32])=[CH:27]\[C:28](OC)=[O:29])[C:23]([CH3:25])=O. Product: [F:1][C:2]1[CH:3]=[C:4]([N:5]2[C:28](=[O:29])[CH:27]=[C:26]([CH3:32])[N:22]=[C:23]2[CH3:25])[CH:6]=[CH:7][C:8]=1[N:9]1[CH2:10][CH2:11][N:12]([CH3:15])[CH2:13][CH2:14]1. The catalyst class is: 2. (6) Reactant: [NH2:1][C:2]1[S:3][CH2:4][CH:5]([CH3:7])[N:6]=1.Br[CH2:9][C:10]1[CH:11]=[CH:12][C:13]([Cl:16])=[N:14][CH:15]=1. Product: [Cl:16][C:13]1[N:14]=[CH:15][C:10]([CH2:9][N:6]2[C:5]([CH3:7])=[CH:4][S:3][C:2]2=[N:1][CH2:9][C:10]2[CH:15]=[N:14][C:13]([Cl:16])=[CH:12][CH:11]=2)=[CH:11][CH:12]=1. The catalyst class is: 10. (7) Reactant: [CH2:1](Cl)[CH2:2]Cl.Cl.[O:6]=[C:7]1[CH2:12][O:11][C:10]2[CH:13]=[C:14](/[CH:17]=[CH:18]/[C:19]([OH:21])=O)[CH:15]=[N:16][C:9]=2[NH:8]1.[CH:22]1[CH:23]=[CH:24][C:25]2N(O)N=[N:28][C:26]=2[CH:27]=1.CC[N:34]([CH:38]([CH3:40])C)[CH:35](C)C.[CH3:41]N(C=O)C. Product: [CH3:1][C:2]1[C:27]2[C:26](=[C:25]([CH3:41])[CH:24]=[CH:23][CH:22]=2)[NH:28][C:40]=1[CH2:38][N:34]([CH3:35])[C:19](=[O:21])/[CH:18]=[CH:17]/[C:14]1[CH:15]=[N:16][C:9]2[NH:8][C:7](=[O:6])[CH2:12][O:11][C:10]=2[CH:13]=1. The catalyst class is: 6.